This data is from Full USPTO retrosynthesis dataset with 1.9M reactions from patents (1976-2016). The task is: Predict the reactants needed to synthesize the given product. (1) Given the product [CH3:22][O:23][C:24]1[CH:31]=[C:30]([O:32][CH3:33])[CH:29]=[C:28]([O:34][CH3:35])[C:25]=1[CH2:26][CH2:12][CH2:13][C:14]1[CH:19]=[CH:18][C:17]([OH:20])=[CH:16][C:15]=1[OH:21], predict the reactants needed to synthesize it. The reactants are: COC1C=C(C[CH2:12][CH2:13][C:14]2[CH:19]=[CH:18][C:17]([OH:20])=[CH:16][C:15]=2[OH:21])C=C(OC)C=1.[CH3:22][O:23][C:24]1[CH:31]=[C:30]([O:32][CH3:33])[CH:29]=[C:28]([O:34][CH3:35])[C:25]=1[CH:26]=O. (2) Given the product [C:45]([C:40]1[C:41](=[O:44])[N:42]([CH2:53][C:52]2[CH:55]=[CH:56][CH:57]=[CH:58][C:51]=2[Cl:50])[N:43]=[C:38]([C:35]2[CH:36]=[CH:37][C:32]([F:31])=[C:33]([CH3:49])[CH:34]=2)[CH:39]=1)([OH:47])=[O:46], predict the reactants needed to synthesize it. The reactants are: C1(CN2C(=O)C(CCCN3CCN(C)CC3)=CC(C3C=CC(OC)=C(F)C=3)=N2)CC1.[F:31][C:32]1[CH:37]=[CH:36][C:35]([C:38]2[CH:39]=[C:40]([C:45]([O:47]C)=[O:46])[C:41](=[O:44])[NH:42][N:43]=2)=[CH:34][C:33]=1[CH3:49].[Cl:50][C:51]1[CH:58]=[CH:57][CH:56]=[CH:55][C:52]=1[CH2:53]Cl.FC1C=C(F)C=CC=1C1C=C(COS(C)(=O)=O)C(=O)N(CC(C)C)N=1. (3) Given the product [Cl:30][C:31]([Cl:38])([Cl:37])[C:32]([NH:34][C:35](=[O:36])[NH:27][C:24]1[CH:23]=[CH:22][C:21]([C:7]2[C:6]3[C:10](=[CH:11][C:3]([F:2])=[CH:4][CH:5]=3)[N:9]([S:12]([C:15]3[CH:16]=[CH:17][CH:18]=[CH:19][CH:20]=3)(=[O:13])=[O:14])[CH:8]=2)=[CH:26][N:25]=1)=[O:33].[F:2][C:3]1[CH:11]=[C:10]2[C:6]([C:7]([C:21]3[CH:22]=[CH:23][C:24]([NH:27][C:32]([NH2:34])=[O:33])=[N:25][CH:26]=3)=[CH:8][N:9]2[S:12]([C:15]2[CH:16]=[CH:17][CH:18]=[CH:19][CH:20]=2)(=[O:13])=[O:14])=[CH:5][CH:4]=1, predict the reactants needed to synthesize it. The reactants are: Cl.[F:2][C:3]1[CH:11]=[C:10]2[C:6]([C:7]([C:21]3[CH:22]=[CH:23][C:24]([NH2:27])=[N:25][CH:26]=3)=[CH:8][N:9]2[S:12]([C:15]2[CH:20]=[CH:19][CH:18]=[CH:17][CH:16]=2)(=[O:14])=[O:13])=[CH:5][CH:4]=1.[H-].[Na+].[Cl:30][C:31]([Cl:38])([Cl:37])[C:32]([N:34]=[C:35]=[O:36])=[O:33]. (4) Given the product [Cl:27][C:17]1[CH:18]=[C:19]([C:23]([F:26])([F:24])[F:25])[CH:20]=[C:21]([Cl:22])[C:16]=1[C:14]1[CH:13]=[CH:12][C:11]([NH2:28])=[C:10]([S:9][CH:6]([CH3:8])[CH3:7])[CH:15]=1, predict the reactants needed to synthesize it. The reactants are: O.C(O)(=O)C.[CH:6]([S:9][C:10]1[CH:15]=[C:14]([C:16]2[C:21]([Cl:22])=[CH:20][C:19]([C:23]([F:26])([F:25])[F:24])=[CH:18][C:17]=2[Cl:27])[CH:13]=[CH:12][C:11]=1[N+:28]([O-])=O)([CH3:8])[CH3:7].C(SC1C=C(C2C(C(F)(F)F)=NNC=2)C=CC=1C(OC)=O)CC. (5) Given the product [CH3:11][C:9]1[CH:8]=[CH:7][C:5]2[NH:6][C:2]([S:1][C:13]3[S:17][C:16]([CH:18]=[O:19])=[CH:15][CH:14]=3)=[N:3][C:4]=2[CH:10]=1, predict the reactants needed to synthesize it. The reactants are: [SH:1][C:2]1[NH:3][C:4]2[CH:10]=[C:9]([CH3:11])[CH:8]=[CH:7][C:5]=2[N:6]=1.Br[C:13]1[S:17][C:16]([CH:18]=[O:19])=[CH:15][CH:14]=1.C(=O)([O-])[O-].[K+].[K+].O. (6) The reactants are: B(Br)(Br)Br.C(OC([N:12]1[CH2:17][CH2:16][N:15]([C:18]([C:20]2[C:24]3=[N:25][C:26]([O:29]C)=[CH:27][CH:28]=[C:23]3[N:22]([C:31]3[CH:36]=[CH:35][CH:34]=[CH:33][CH:32]=3)[C:21]=2[CH2:37][C:38]2[CH:43]=[CH:42][CH:41]=[C:40]([F:44])[C:39]=2[CH3:45])=[O:19])[CH2:14][CH2:13]1)=O)(C)(C)C. Given the product [F:44][C:40]1[C:39]([CH3:45])=[C:38]([CH:43]=[CH:42][CH:41]=1)[CH2:37][C:21]1[N:22]([C:31]2[CH:32]=[CH:33][CH:34]=[CH:35][CH:36]=2)[C:23]2[C:24](=[N:25][C:26]([OH:29])=[CH:27][CH:28]=2)[C:20]=1[C:18]([N:15]1[CH2:14][CH2:13][NH:12][CH2:17][CH2:16]1)=[O:19], predict the reactants needed to synthesize it. (7) Given the product [F:17][C:18]([F:29])([F:28])[C:19]1[O:16][C:5]2[CH:4]=[CH:3][C:2]([Cl:1])=[CH:7][C:6]=2[C:8](=[O:15])[C:9]=1[C:10]([O:12][CH2:13][CH3:14])=[O:11], predict the reactants needed to synthesize it. The reactants are: [Cl:1][C:2]1[CH:3]=[CH:4][C:5]([OH:16])=[C:6]([C:8](=[O:15])[CH2:9][C:10]([O:12][CH2:13][CH3:14])=[O:11])[CH:7]=1.[F:17][C:18]([F:29])([F:28])[C:19](O[C:19](=O)[C:18]([F:29])([F:28])[F:17])=O.C(=O)([O-])[O-].[K+].[K+].Cl.